From a dataset of NCI-60 drug combinations with 297,098 pairs across 59 cell lines. Regression. Given two drug SMILES strings and cell line genomic features, predict the synergy score measuring deviation from expected non-interaction effect. Drug 1: C1=CC(=C2C(=C1NCCNCCO)C(=O)C3=C(C=CC(=C3C2=O)O)O)NCCNCCO. Drug 2: C(CN)CNCCSP(=O)(O)O. Cell line: HT29. Synergy scores: CSS=53.1, Synergy_ZIP=1.67, Synergy_Bliss=5.44, Synergy_Loewe=-60.4, Synergy_HSA=6.69.